This data is from Forward reaction prediction with 1.9M reactions from USPTO patents (1976-2016). The task is: Predict the product of the given reaction. The product is: [NH2:25][C@H:20]1[CH2:21][CH2:22][CH2:23][CH2:24][C@H:19]1[NH:18][C:12]1[CH:11]=[C:10]([NH:9][C:5]2[CH:4]=[CH:3][C:2]([C:39]3[CH:40]=[CH:41][CH:42]=[C:37]([CH:35]([OH:36])[CH:34]([F:46])[F:33])[CH:38]=3)=[C:7]([CH3:8])[N:6]=2)[C:15]([C:16]([NH2:17])=[O:47])=[N:14][CH:13]=1. Given the reactants Br[C:2]1[CH:3]=[CH:4][C:5]([NH:9][C:10]2[CH:11]=[C:12]([NH:18][C@@H:19]3[CH2:24][CH2:23][CH2:22][CH2:21][C@@H:20]3[NH:25]C(=O)OC(C)(C)C)[CH:13]=[N:14][C:15]=2[C:16]#[N:17])=[N:6][C:7]=1[CH3:8].[F:33][CH:34]([F:46])[CH:35]([C:37]1[CH:38]=[C:39](B(O)O)[CH:40]=[CH:41][CH:42]=1)[OH:36].[O-:47]P([O-])([O-])=O.[K+].[K+].[K+].[OH-].[Na+].OO, predict the reaction product.